This data is from Experimentally validated miRNA-target interactions with 360,000+ pairs, plus equal number of negative samples. The task is: Binary Classification. Given a miRNA mature sequence and a target amino acid sequence, predict their likelihood of interaction. (1) The miRNA is hsa-miR-4632-5p with sequence GAGGGCAGCGUGGGUGUGGCGGA. The protein sequence of the target gene is MTAPWAALALLWGSLCAGSGRGEAETRECIYYNANWELERTNQSGLERCEGEQDKRLHCYASWRNSSGTIELVKKGCWLDDFNCYDRQECVATEENPQVYFCCCEGNFCNERFTHLPEPGGPEVTYEPPPTAPTLLTVLAYSLLPIGGLSLIVLLAFWMYRHRKPPYGHVDIHEVRQCQRWAGRRDGCADSFKPLPFQDPGPPPPSPLVGLKPLQLLEIKARGRFGCVWKAQLMNDFVAVKIFPLQDKQSWQSEREIFSTPGMKHENLLQFIAAEKRGSNLEVELWLITAFHDKGSLTDY.... Result: 0 (no interaction). (2) The miRNA is hsa-miR-30a-3p with sequence CUUUCAGUCGGAUGUUUGCAGC. The protein sequence of the target gene is MRTLRRLKFMSSPSLSDLGKREPAAAADERGTQQRRACANATWNSIHNGVIAVFQRKGLPDQELFSLNEGVRQLLKTELGSFFTEYLQNQLLTKGMVILRDKIRFYEGQKLLDSLAETWDFFFSDVLPMLQAIFYPVQGKEPSVRQLALLHFRNAITLSVKLEDALARAHARVPPAIVQMLLVLQGVHESRGVTEDYLRLETLVQKVVSPYLGTYGLHSSEGPFTHSCILEKRLLRRSRSGDVLAKNPVVRSKSYNTPLLNPVQEHEAEGAAAGGTSIRRHSVSEMTSCPEPQGFSDPPG.... Result: 0 (no interaction). (3) The miRNA is mmu-miR-129b-5p with sequence GCUUUUUGGGGUAAGGGCUUCC. The protein sequence of the target gene is MAENLYRARSRVYSPSVLFLHPDMGIGGAERLVLDAALALQEYGCDVKIWTAHYDPNHCFIETRELSVQCAGDWLPRSLGWGGRGAAICSYVRMVFLALYVLFLSGEEFDVVVCDQVSACIPVFKLARRRKRVLFYCHFPDLLLTQRNSALKKFYRAPIDWIEEYTTGMADRILVNSQYTASVFKETFKTLSHRNPDVLYPSLNIGSFDLAIPEKIDDLVPKGKQFLFLSINRYERKKNLPLALRSLVQLRNRLPSQEWDKVHLFMAGGYDDRIPENVEHYKELKKMVQESDLERHVTFL.... Result: 0 (no interaction).